From a dataset of Forward reaction prediction with 1.9M reactions from USPTO patents (1976-2016). Predict the product of the given reaction. (1) Given the reactants [OH:1][C:2]1[CH:9]=[CH:8][C:7]([CH3:10])=[CH:6][C:3]=1[CH:4]=O.C([O-])([O-])=O.[K+].[K+].Br[CH2:18][C:19]([O:21][CH2:22][CH3:23])=[O:20], predict the reaction product. The product is: [CH3:10][C:7]1[CH:8]=[CH:9][C:2]2[O:1][C:18]([C:19]([O:21][CH2:22][CH3:23])=[O:20])=[CH:4][C:3]=2[CH:6]=1. (2) The product is: [Br:15][C:12]1[C:13]([N+:23]([O-:25])=[O:24])=[CH:14][C:9]2[O:8][C:7]([C:16]3[CH:21]=[CH:20][C:19]([F:22])=[CH:18][CH:17]=3)=[C:6]([C:4]([O:3][CH2:1][CH3:2])=[O:5])[C:10]=2[CH:11]=1. Given the reactants [CH2:1]([O:3][C:4]([C:6]1[C:10]2[CH:11]=[C:12]([Br:15])[CH:13]=[CH:14][C:9]=2[O:8][C:7]=1[C:16]1[CH:21]=[CH:20][C:19]([F:22])=[CH:18][CH:17]=1)=[O:5])[CH3:2].[N+:23]([O-])([OH:25])=[O:24], predict the reaction product. (3) Given the reactants O1CCCC1.[CH2:6]([O:13][C:14]1[CH:19]=[CH:18][C:17]([CH2:20][C:21](Cl)=[N:22][OH:23])=[CH:16][CH:15]=1)[C:7]1[CH:12]=[CH:11][CH:10]=[CH:9][CH:8]=1.[C:25]([C:27]1[C:28]([NH2:34])=[N:29][C:30]([CH3:33])=[CH:31][CH:32]=1)#[CH:26].C(N(CC)CC)C, predict the reaction product. The product is: [CH2:6]([O:13][C:14]1[CH:19]=[CH:18][C:17]([CH2:20][C:21]2[CH:26]=[C:25]([C:27]3[C:28]([NH2:34])=[N:29][C:30]([CH3:33])=[CH:31][CH:32]=3)[O:23][N:22]=2)=[CH:16][CH:15]=1)[C:7]1[CH:12]=[CH:11][CH:10]=[CH:9][CH:8]=1. (4) Given the reactants [CH2:1]([C:3]1[N:4]=[C:5]([NH2:14])[S:6][C:7]=1[C:8]#[C:9][Si](C)(C)C)[CH3:2].C([O-])([O-])=O.[K+].[K+], predict the reaction product. The product is: [CH2:1]([C:3]1[N:4]=[C:5]([NH2:14])[S:6][C:7]=1[C:8]#[CH:9])[CH3:2]. (5) Given the reactants [CH3:1][O:2][C:3](=[O:21])[C:4]1[CH:9]=[CH:8][C:7](OS(C2C=CC(C)=CC=2)(=O)=O)=[CH:6][CH:5]=1.C1COCC1.CN1CCCC1=O.[CH2:34]([Mg]Br)[CH2:35][CH2:36][CH2:37][CH2:38][CH3:39], predict the reaction product. The product is: [CH3:1][O:2][C:3](=[O:21])[C:4]1[CH:5]=[CH:6][C:7]([CH2:34][CH2:35][CH2:36][CH2:37][CH2:38][CH3:39])=[CH:8][CH:9]=1. (6) Given the reactants [CH3:1][O:2][C:3]1[C:10]([O:11][CH3:12])=[C:9]([O:13][CH3:14])[CH:8]=[CH:7][C:4]=1C=O.ClC1C=CC=C(C(OO)=[O:23])C=1, predict the reaction product. The product is: [CH3:1][O:2][C:3]1[C:10]([O:11][CH3:12])=[C:9]([O:13][CH3:14])[CH:8]=[CH:7][C:4]=1[OH:23].